This data is from NCI-60 drug combinations with 297,098 pairs across 59 cell lines. The task is: Regression. Given two drug SMILES strings and cell line genomic features, predict the synergy score measuring deviation from expected non-interaction effect. (1) Drug 1: CC(CN1CC(=O)NC(=O)C1)N2CC(=O)NC(=O)C2. Drug 2: CCCCC(=O)OCC(=O)C1(CC(C2=C(C1)C(=C3C(=C2O)C(=O)C4=C(C3=O)C=CC=C4OC)O)OC5CC(C(C(O5)C)O)NC(=O)C(F)(F)F)O. Cell line: COLO 205. Synergy scores: CSS=57.0, Synergy_ZIP=3.96, Synergy_Bliss=3.77, Synergy_Loewe=3.71, Synergy_HSA=3.76. (2) Drug 1: CS(=O)(=O)CCNCC1=CC=C(O1)C2=CC3=C(C=C2)N=CN=C3NC4=CC(=C(C=C4)OCC5=CC(=CC=C5)F)Cl. Drug 2: CN1C=C(C=N1)C2=C3N=C(C(=C(N3N=C2)N)Br)C4CCCNC4. Cell line: NCI-H460. Synergy scores: CSS=11.5, Synergy_ZIP=-4.57, Synergy_Bliss=-2.44, Synergy_Loewe=-1.08, Synergy_HSA=0.824. (3) Synergy scores: CSS=42.2, Synergy_ZIP=-7.26, Synergy_Bliss=-3.93, Synergy_Loewe=-1.82, Synergy_HSA=-1.29. Drug 1: CC1CCC2CC(C(=CC=CC=CC(CC(C(=O)C(C(C(=CC(C(=O)CC(OC(=O)C3CCCCN3C(=O)C(=O)C1(O2)O)C(C)CC4CCC(C(C4)OC)OCCO)C)C)O)OC)C)C)C)OC. Drug 2: CN(CCCl)CCCl.Cl. Cell line: NCIH23. (4) Drug 1: C1CC(=O)NC(=O)C1N2CC3=C(C2=O)C=CC=C3N. Drug 2: CCC(=C(C1=CC=CC=C1)C2=CC=C(C=C2)OCCN(C)C)C3=CC=CC=C3.C(C(=O)O)C(CC(=O)O)(C(=O)O)O. Cell line: HCC-2998. Synergy scores: CSS=3.72, Synergy_ZIP=2.00, Synergy_Bliss=3.53, Synergy_Loewe=0.903, Synergy_HSA=1.30.